From a dataset of Forward reaction prediction with 1.9M reactions from USPTO patents (1976-2016). Predict the product of the given reaction. (1) Given the reactants [Cl:1][C:2]1[CH:24]=[CH:23][C:5]2[C:6](=[O:22])[N:7]3[CH2:14][CH2:13][N:12](C(OC(C)(C)C)=O)[CH2:11][CH:8]3[CH2:9][O:10][C:4]=2[CH:3]=1, predict the reaction product. The product is: [ClH:1].[Cl:1][C:2]1[CH:24]=[CH:23][C:5]2[C:6](=[O:22])[N:7]3[CH2:14][CH2:13][NH:12][CH2:11][CH:8]3[CH2:9][O:10][C:4]=2[CH:3]=1. (2) Given the reactants [S:1]([CH:5]([CH2:17][CH2:18][CH2:19][CH2:20][CH2:21][CH2:22][CH2:23][CH3:24])[CH2:6][CH2:7][CH2:8][CH2:9][CH2:10][CH2:11][CH2:12][CH2:13][C:14]([OH:16])=[O:15])([OH:4])(=[O:3])=[O:2].OO.[OH:27]P(O)(O)=O, predict the reaction product. The product is: [S:1]([CH:5]([CH2:17][CH2:18][CH2:19][CH2:20][CH2:21][CH2:22][CH2:23][CH3:24])[CH2:6][CH2:7][CH2:8][CH2:9][CH2:10][CH2:11][CH2:12][CH2:13][C:14]([O:16][OH:27])=[O:15])([OH:4])(=[O:3])=[O:2]. (3) Given the reactants [CH2:1]([NH:3][C:4](=[O:20])[C:5]1[CH:10]=[CH:9][C:8]([NH2:11])=[C:7]([O:12][CH2:13][C:14]2[CH:19]=[CH:18][CH:17]=[CH:16][CH:15]=2)[CH:6]=1)[CH3:2].Cl.N([O-])=O.[Na+].[N-:26]=[N+:27]=[N-].[Na+], predict the reaction product. The product is: [CH2:1]([NH:3][C:4](=[O:20])[C:5]1[CH:10]=[CH:9][C:8]([N:11]=[N+:26]=[N-:27])=[C:7]([O:12][CH2:13][C:14]2[CH:15]=[CH:16][CH:17]=[CH:18][CH:19]=2)[CH:6]=1)[CH3:2].